Dataset: M1 muscarinic receptor agonist screen with 61,833 compounds. Task: Binary Classification. Given a drug SMILES string, predict its activity (active/inactive) in a high-throughput screening assay against a specified biological target. (1) The compound is Clc1c(N(S(=O)(=O)C)CC(=O)NCc2occc2)cc(cc1)C(F)(F)F. The result is 0 (inactive). (2) The drug is Brc1cc(C(C)(C)C)ccc1OCC(=O)N1CCN(CC1)C. The result is 0 (inactive). (3) The drug is O=C(NC1CCCCC1)c1ccc(OC(C)C(O)=O)cc1. The result is 0 (inactive). (4) The molecule is Clc1ccc(CN2CCN(CC(=O)NCCCN3CCC(CC3)C)C2=O)cc1. The result is 0 (inactive).